This data is from Full USPTO retrosynthesis dataset with 1.9M reactions from patents (1976-2016). The task is: Predict the reactants needed to synthesize the given product. (1) Given the product [Cl:26][C:24]1[CH:23]=[CH:22][C:21]([F:27])=[C:20]([C:17]2[CH:18]=[CH:19][C:14]([CH2:13][C@@H:2]([NH:1][C:33]([C:31]3[NH:30][N:29]=[N:28][CH:32]=3)=[O:34])[CH2:3][C:4]([CH2:11][OH:12])([CH2:8][CH:9]=[CH2:10])[C:5]([OH:7])=[O:6])=[CH:15][CH:16]=2)[CH:25]=1, predict the reactants needed to synthesize it. The reactants are: [NH2:1][C@H:2]([CH2:13][C:14]1[CH:19]=[CH:18][C:17]([C:20]2[CH:25]=[C:24]([Cl:26])[CH:23]=[CH:22][C:21]=2[F:27])=[CH:16][CH:15]=1)[CH2:3][C:4]([CH2:11][OH:12])([CH2:8][CH:9]=[CH2:10])[C:5]([OH:7])=[O:6].[NH:28]1[CH:32]=[C:31]([C:33](O)=[O:34])[N:30]=[N:29]1.CCN(C(C)C)C(C)C.CN(C(ON1N=NC2C=CC=NC1=2)=[N+](C)C)C.F[P-](F)(F)(F)(F)F. (2) Given the product [Cl:1][C:2]1[CH:3]=[C:4]([N:12]2[CH2:17][CH2:16][O:15][CH2:14][CH2:13]2)[N:5]=[C:6]([NH:18][C:19]2([CH2:20][OH:21])[CH2:23][CH2:36][O:37][CH2:24][CH2:22]2)[N:7]=1, predict the reactants needed to synthesize it. The reactants are: [Cl:1][C:2]1[N:7]=[C:6](S(C)(=O)=O)[N:5]=[C:4]([N:12]2[CH2:17][CH2:16][O:15][CH2:14][CH2:13]2)[CH:3]=1.[NH2:18][C:19]([CH3:23])([CH3:22])[CH2:20][OH:21].[CH3:24]CN(C(C)C)C(C)C.CN([CH:36]=[O:37])C. (3) Given the product [NH:8]1[CH2:9][CH:10]([CH2:12][C:13]2[N:14]([CH3:38])[C:15]3[C:20]([N:21]=2)=[C:19]([N:22]2[CH2:27][CH2:26][O:25][CH2:24][CH2:23]2)[N:18]=[C:17]([N:28]2[C:32]4[CH:33]=[CH:34][CH:35]=[CH:36][C:31]=4[N:30]=[C:29]2[CH3:37])[N:16]=3)[CH2:11]1, predict the reactants needed to synthesize it. The reactants are: C(OC([N:8]1[CH2:11][CH:10]([CH2:12][C:13]2[N:14]([CH3:38])[C:15]3[C:20]([N:21]=2)=[C:19]([N:22]2[CH2:27][CH2:26][O:25][CH2:24][CH2:23]2)[N:18]=[C:17]([N:28]2[C:32]4[CH:33]=[CH:34][CH:35]=[CH:36][C:31]=4[N:30]=[C:29]2[CH3:37])[N:16]=3)[CH2:9]1)=O)(C)(C)C.C(O)(C(F)(F)F)=O.